Task: Predict which catalyst facilitates the given reaction.. Dataset: Catalyst prediction with 721,799 reactions and 888 catalyst types from USPTO (1) Reactant: [OH:1][C:2]1[CH:7]=[CH:6][C:5]([C:8]2[CH:13]=[CH:12][CH:11]=[CH:10][CH:9]=2)=[CH:4][CH:3]=1.[OH-].[Na+].O.Cl[CH2:18][CH2:19][OH:20]. Product: [C:8]1([C:5]2[CH:4]=[CH:3][C:2]([O:1][CH2:18][CH2:19][OH:20])=[CH:7][CH:6]=2)[CH:13]=[CH:12][CH:11]=[CH:10][CH:9]=1. The catalyst class is: 4. (2) Reactant: Cl[CH2:2][C:3]([N:5]1[C@@H:9]([C:10]#[CH:11])[CH2:8][CH2:7][C@H:6]1[C:12]#[N:13])=[O:4].Cl.[NH2:15][C@@H:16]1[CH2:20][CH2:19][CH2:18][C@H:17]1[OH:21].C(N(CC)CC)C. Product: [C:10]([C@@H:9]1[N:5]([C:3](=[O:4])[CH2:2][NH:15][CH:16]2[CH2:20][CH2:19][CH2:18][C@@H:17]2[OH:21])[C@H:6]([C:12]#[N:13])[CH2:7][CH2:8]1)#[CH:11]. The catalyst class is: 10. (3) Reactant: [CH3:1][C:2]([CH3:36])([CH3:35])[CH2:3][CH2:4][C@:5]1([CH3:34])[C:14]2[C:9](=[CH:10][CH:11]=[CH:12][CH:13]=2)[C:8]([OH:15])=[C:7]([C:16]2[NH:21][C:20]3[CH:22]=[CH:23][C:24]([NH:26][S:27]([CH3:30])(=[O:29])=[O:28])=[CH:25][C:19]=3[S:18](=[O:32])(=[O:31])[N:17]=2)[C:6]1=[O:33].[OH-].[Na+:38]. Product: [CH3:1][C:2]([CH3:36])([CH3:35])[CH2:3][CH2:4][C@:5]1([CH3:34])[C:14]2[C:9](=[CH:10][CH:11]=[CH:12][CH:13]=2)[C:8]([O-:15])=[C:7]([C:16]2[NH:21][C:20]3[CH:22]=[CH:23][C:24]([NH:26][S:27]([CH3:30])(=[O:29])=[O:28])=[CH:25][C:19]=3[S:18](=[O:32])(=[O:31])[N:17]=2)[C:6]1=[O:33].[Na+:38]. The catalyst class is: 6. (4) The catalyst class is: 34. Product: [CH3:35][O:34][C:31]1[CH:32]=[CH:33][C:28]([C@H:9]2[CH2:10][N:11]3[C:12]([NH:13][N:14]4[C:20]([CH:21]5[CH2:22][CH2:23][O:24][CH2:25][CH2:26]5)=[N:19][CH:18]=[C:15]4[C:16]3=[O:17])=[N:5]2)=[CH:29][CH:30]=1. Reactant: CC([N:5]([C@@H:9]([C:28]1[CH:33]=[CH:32][C:31]([O:34][CH3:35])=[CH:30][CH:29]=1)[CH2:10][N:11]1[C:16](=[O:17])[C:15]2=[CH:18][N:19]=[C:20]([CH:21]3[CH2:26][CH2:25][O:24][CH2:23][CH2:22]3)[N:14]2[N:13]=[C:12]1Cl)C(=O)[O-])(C)C.C(O)(C(F)(F)F)=O.C(OC(C(F)(F)F)=O)(C(F)(F)F)=O. (5) Reactant: CC1C=C(C)C=C(C)C=1S([O-])(=O)=O.[NH2:14][N+:15]1[CH:20]=[C:19]([CH2:21][OH:22])[CH:18]=[CH:17][C:16]=1[O:23][CH3:24].[CH2:25]([O:27][C:28](=[O:38])[C:29]#[C:30][CH:31]([O:35][CH2:36][CH3:37])[O:32][CH2:33][CH3:34])[CH3:26].C(=O)([O-])[O-].[K+].[K+]. Product: [CH2:25]([O:27][C:28]([C:29]1[C:30]([CH:31]([O:35][CH2:36][CH3:37])[O:32][CH2:33][CH3:34])=[N:14][N:15]2[C:16]([O:23][CH3:24])=[CH:17][CH:18]=[C:19]([CH2:21][OH:22])[C:20]=12)=[O:38])[CH3:26]. The catalyst class is: 3.